This data is from Reaction yield outcomes from USPTO patents with 853,638 reactions. The task is: Predict the reaction yield, written as a fraction of the theoretical maximum amount of product (1.0 means a 100% yield; for example, 0.34 means a 34% yield). (1) The reactants are [OH:1][C:2]1[CH:11]=[CH:10][C:5]([C:6]([O:8][CH3:9])=[O:7])=[CH:4][C:3]=1[C:12]([F:15])([F:14])[F:13].[CH3:16][N:17]1[CH2:22][CH2:21][CH:20](O)[CH2:19][CH2:18]1.C1C=CC(P(C2C=CC=CC=2)C2C=CC=CC=2)=CC=1. The catalyst is C(Cl)Cl. The product is [CH3:16][N:17]1[CH2:22][CH2:21][CH:20]([O:1][C:2]2[CH:11]=[CH:10][C:5]([C:6]([O:8][CH3:9])=[O:7])=[CH:4][C:3]=2[C:12]([F:13])([F:14])[F:15])[CH2:19][CH2:18]1. The yield is 0.474. (2) The reactants are [OH:1][C:2]1([CH3:26])[CH2:7][CH2:6][N:5]([C@H:8]([C:20]2[CH:25]=[CH:24][CH:23]=[CH:22][CH:21]=2)[C:9]([O:11][C@H](C2C=CC=CC=2)C)=[O:10])[CH2:4][CH2:3]1.FC(F)(F)C(O)=O. The catalyst is ClCCl. The product is [OH:1][C:2]1([CH3:26])[CH2:3][CH2:4][N:5]([C@H:8]([C:20]2[CH:25]=[CH:24][CH:23]=[CH:22][CH:21]=2)[C:9]([OH:11])=[O:10])[CH2:6][CH2:7]1. The yield is 0.980. (3) The reactants are [CH3:1][C:2]([O:5][C:6]([N:8]1[CH2:12][CH2:11][C@@H:10]([CH2:13][C:14]([OH:16])=[O:15])[CH2:9]1)=[O:7])([CH3:4])[CH3:3].Cl.[CH2:18](N=C=NCCCN(C)C)[CH3:19].C(O)C. The catalyst is C(OCC)C.CN(C)C1C=CN=CC=1. The product is [CH2:18]([O:15][C:14](=[O:16])[CH2:13][C@@H:10]1[CH2:11][CH2:12][N:8]([C:6]([O:5][C:2]([CH3:1])([CH3:3])[CH3:4])=[O:7])[CH2:9]1)[CH3:19]. The yield is 0.950. (4) The reactants are [C:1]([OH:10])(=O)[C:2]1[C:3](=[CH:5][CH:6]=[CH:7][CH:8]=1)[SH:4].Cl[C:12]1[CH:13]=[C:14]([O:20][CH3:21])[CH:15]=[C:16]([O:18][CH3:19])[CH:17]=1.C(=O)([O-])[O-].[K+].[K+]. The catalyst is CN1CCCC1=O.[Cu].[Cu](I)I. The product is [CH3:19][O:18][C:16]1[CH:17]=[C:12]([S:4][C:3]2[CH:5]=[CH:6][CH:7]=[CH:8][C:2]=2[CH2:1][OH:10])[CH:13]=[C:14]([O:20][CH3:21])[CH:15]=1. The yield is 0.100. (5) The yield is 0.0500. The product is [Cl:16][C:17]1[CH:22]=[CH:21][CH:20]=[CH:19][C:18]=1[N:3]1[C:4](=[O:15])[C:5]2[C@@H:6]3[C:11]([CH3:12])([CH3:13])[C@@:9]([CH3:14])([CH2:8][CH2:7]3)[C:10]=2[N:2]1[CH3:1]. The catalyst is CN(C)C=O.Cl.C(OCC)(=O)C.[Cu]I. The reactants are [CH3:1][N:2]1[C:10]2[C@@:9]3([CH3:14])[C:11]([CH3:13])([CH3:12])[C@H:6]([CH2:7][CH2:8]3)[C:5]=2[C:4](=[O:15])[NH:3]1.[Cl:16][C:17]1[CH:22]=[CH:21][CH:20]=[CH:19][C:18]=1I.N1C=CC=CC=1C(O)=O.C(=O)(O)[O-].[K+]. (6) The reactants are [C:1]1([CH3:8])[CH:6]=[CH:5][CH:4]=[C:3]([NH2:7])[CH:2]=1.C([O-])([O-])=O.[K+].[K+].[Na+].[I-].[Cl:17][CH2:18][CH2:19][CH2:20][N:21]1[CH2:31][CH2:30][C:29]2[C:32]3[CH:22]1[CH2:23][CH2:24][C:25]=3[CH:26]=[CH:27][CH:28]=2. The catalyst is CN(C=O)C. The product is [ClH:17].[ClH:17].[CH2:24]1[C:25]2=[C:32]3[C:29](=[CH:28][CH:27]=[CH:26]2)[CH2:30][CH2:31][N:21]([CH2:20][CH2:19][CH2:18][NH:7][C:3]2[CH:2]=[C:1]([CH3:8])[CH:6]=[CH:5][CH:4]=2)[CH:22]3[CH2:23]1. The yield is 0.660. (7) The reactants are [CH3:1][O:2][C:3](=[O:16])[C:4]1[CH:9]=[C:8]([N+:10]([O-:12])=[O:11])[C:7]([NH2:13])=[C:6]([Cl:14])[C:5]=1F.[NH2:17][C:18]1[CH:23]=[CH:22][CH:21]=[CH:20][CH:19]=1.O. The catalyst is CO. The product is [CH3:1][O:2][C:3](=[O:16])[C:4]1[CH:9]=[C:8]([N+:10]([O-:12])=[O:11])[C:7]([NH2:13])=[C:6]([Cl:14])[C:5]=1[NH:17][C:18]1[CH:23]=[CH:22][CH:21]=[CH:20][CH:19]=1. The yield is 0.840. (8) The reactants are [NH:1]([C:8]1[N:17]([C:18]2[CH:23]=[CH:22][CH:21]=[CH:20][CH:19]=2)[C:16]2[N:15]=[C:14]([C:24](OCC)=[O:25])[C:13]([F:29])=[CH:12][C:11]=2[C:10](=[O:30])[CH:9]=1)[C:2]1[CH:7]=[CH:6][CH:5]=[CH:4][CH:3]=1.[H-].[H-].[H-].[H-].[Li+].[Al+3]. The catalyst is C1COCC1. The product is [NH:1]([C:8]1[N:17]([C:18]2[CH:23]=[CH:22][CH:21]=[CH:20][CH:19]=2)[C:16]2[C:11]([C:10](=[O:30])[CH:9]=1)=[CH:12][C:13]([F:29])=[C:14]([CH2:24][OH:25])[N:15]=2)[C:2]1[CH:7]=[CH:6][CH:5]=[CH:4][CH:3]=1. The yield is 0.610. (9) The reactants are [NH2:1][C:2]1[C:10]([CH3:11])=[CH:9][C:8](I)=[CH:7][C:3]=1[C:4]([OH:6])=[O:5].[NH:13]1[CH:17]=[N:16][CH:15]=[N:14]1.C([O-])([O-])=O.[Cs+].[Cs+]. The catalyst is [Cu]I.CN(C=O)C. The product is [NH2:1][C:2]1[C:10]([CH3:11])=[CH:9][C:8]([N:13]2[CH:17]=[N:16][CH:15]=[N:14]2)=[CH:7][C:3]=1[C:4]([OH:6])=[O:5]. The yield is 0.690.